This data is from Full USPTO retrosynthesis dataset with 1.9M reactions from patents (1976-2016). The task is: Predict the reactants needed to synthesize the given product. (1) Given the product [CH2:1]([O:3][P:4]([CH2:9][CH2:10][CH2:11][O:12][CH2:13][C@H:14]([CH3:70])[NH:15][C:16](=[O:69])[C@@H:17]([NH2:51])[CH2:18][S:19][CH2:20][C@H:21]([O:37][C:38](=[O:50])[CH2:39][CH2:40][CH2:41][CH2:42][CH2:43][CH2:44][CH2:45][CH2:46][CH2:47][CH2:48][CH3:49])[CH2:22][O:23][C:24](=[O:36])[CH2:25][CH2:26][CH2:27][CH2:28][CH2:29][CH2:30][CH2:31][CH2:32][CH2:33][CH2:34][CH3:35])(=[O:8])[O:5][CH2:6][CH3:7])[CH3:2], predict the reactants needed to synthesize it. The reactants are: [CH2:1]([O:3][P:4]([CH2:9][CH2:10][CH2:11][O:12][CH2:13][C@H:14]([CH3:70])[NH:15][C:16](=[O:69])[C@@H:17]([NH:51]C(OCC1C2C=CC=CC=2C2C1=CC=CC=2)=O)[CH2:18][S:19][CH2:20][C@H:21]([O:37][C:38](=[O:50])[CH2:39][CH2:40][CH2:41][CH2:42][CH2:43][CH2:44][CH2:45][CH2:46][CH2:47][CH2:48][CH3:49])[CH2:22][O:23][C:24](=[O:36])[CH2:25][CH2:26][CH2:27][CH2:28][CH2:29][CH2:30][CH2:31][CH2:32][CH2:33][CH2:34][CH3:35])(=[O:8])[O:5][CH2:6][CH3:7])[CH3:2]. (2) Given the product [CH3:18][C:17]1[O:16][N:15]=[C:14]([C:19]2[CH:24]=[CH:23][CH:22]=[CH:21][CH:20]=2)[C:13]=1[C:10]1[O:9][C:8]([C:5]2[CH:6]=[CH:7][C:2]([N:25]3[CH2:30][CH2:29][S:28][CH2:27][CH2:26]3)=[N:3][CH:4]=2)=[N:12][N:11]=1, predict the reactants needed to synthesize it. The reactants are: Cl[C:2]1[CH:7]=[CH:6][C:5]([C:8]2[O:9][C:10]([C:13]3[C:14]([C:19]4[CH:24]=[CH:23][CH:22]=[CH:21][CH:20]=4)=[N:15][O:16][C:17]=3[CH3:18])=[N:11][N:12]=2)=[CH:4][N:3]=1.[NH:25]1[CH2:30][CH2:29][S:28][CH2:27][CH2:26]1. (3) Given the product [Cl:1][C:2]1[CH:10]=[CH:9][C:5]([C:6]([C:17]2[N:16]([CH3:15])[C:20]([CH2:21][C:22]#[N:23])=[CH:19][CH:18]=2)=[O:7])=[CH:4][CH:3]=1, predict the reactants needed to synthesize it. The reactants are: [Cl:1][C:2]1[CH:10]=[CH:9][C:5]([C:6](Cl)=[O:7])=[CH:4][CH:3]=1.[Cl-].[Al+3].[Cl-].[Cl-].[CH3:15][N:16]1[C:20]([CH2:21][C:22]#[N:23])=[CH:19][CH:18]=[CH:17]1.Cl. (4) Given the product [I:10][C:6]1[CH:7]=[CH:8][CH:9]=[C:2]2[C:3]=1[C:4]([NH2:5])=[N:12][NH:13]2, predict the reactants needed to synthesize it. The reactants are: F[C:2]1[CH:9]=[CH:8][CH:7]=[C:6]([I:10])[C:3]=1[C:4]#[N:5].O.[NH2:12][NH2:13]. (5) Given the product [C:25]([C:27]1[CH:32]=[C:31]([C:2]2[CH:24]=[CH:23][CH:22]=[CH:21][C:3]=2[CH2:4][C:5]2[S:6][C:7]([CH2:17][C:18]([OH:20])=[O:19])=[C:8]([C:10]3[CH:15]=[CH:14][C:13]([F:16])=[CH:12][CH:11]=3)[N:9]=2)[CH:30]=[CH:29][CH:28]=1)#[N:26], predict the reactants needed to synthesize it. The reactants are: Br[C:2]1[CH:24]=[CH:23][CH:22]=[CH:21][C:3]=1[CH2:4][C:5]1[S:6][C:7]([CH2:17][C:18]([OH:20])=[O:19])=[C:8]([C:10]2[CH:15]=[CH:14][C:13]([F:16])=[CH:12][CH:11]=2)[N:9]=1.[C:25]([C:27]1[CH:28]=[C:29](B(O)O)[CH:30]=[CH:31][CH:32]=1)#[N:26].